Dataset: Full USPTO retrosynthesis dataset with 1.9M reactions from patents (1976-2016). Task: Predict the reactants needed to synthesize the given product. (1) Given the product [CH3:14][C:12]1[CH:11]=[N:10][C:9]2[NH:15][C:16]3[C:21]([C:8]=2[CH:13]=1)=[CH:20][C:19]([S:22][CH3:23])=[CH:18][CH:17]=3, predict the reactants needed to synthesize it. The reactants are: CN(C)C(=O)C.Br[C:8]1[C:9]([NH:15][C:16]2[CH:21]=[CH:20][C:19]([S:22][CH3:23])=[CH:18][CH:17]=2)=[N:10][CH:11]=[C:12]([CH3:14])[CH:13]=1.C1CCN2C(=NCCC2)CC1. (2) The reactants are: [CH3:1][N:2]([CH3:13])[CH2:3][C:4]1[CH:9]=[C:8]([CH3:10])[C:7]([OH:11])=[C:6]([CH3:12])[CH:5]=1.[CH3:14][I:15]. Given the product [I-:15].[CH3:13][N+:2]([CH3:14])([CH3:1])[CH2:3][C:4]1[CH:5]=[C:6]([CH3:12])[C:7]([OH:11])=[C:8]([CH3:10])[CH:9]=1, predict the reactants needed to synthesize it.